Dataset: Forward reaction prediction with 1.9M reactions from USPTO patents (1976-2016). Task: Predict the product of the given reaction. Given the reactants [NH2:1][C:2]1[N:3]([CH3:27])[C:4](=[O:26])[C:5]([C:18]2[CH:23]=[CH:22][C:21]([F:24])=[C:20](Br)[CH:19]=2)([C:7]2[CH:12]=[CH:11][C:10]([O:13][CH:14]([F:16])[F:15])=[C:9]([CH3:17])[CH:8]=2)[N:6]=1.N1[CH2:32][CH2:31][CH2:30][CH2:29]1, predict the reaction product. The product is: [NH2:1][C:2]1[N:3]([CH3:27])[C:4](=[O:26])[C:5]([C:18]2[CH:23]=[CH:22][C:21]([F:24])=[C:20]([C:29]#[C:30][CH2:31][CH3:32])[CH:19]=2)([C:7]2[CH:12]=[CH:11][C:10]([O:13][CH:14]([F:16])[F:15])=[C:9]([CH3:17])[CH:8]=2)[N:6]=1.